Dataset: Catalyst prediction with 721,799 reactions and 888 catalyst types from USPTO. Task: Predict which catalyst facilitates the given reaction. Product: [N+:30]([C:25]1[CH:26]=[C:27]([O:28][CH3:29])[C:3]([O:2][CH3:1])=[CH:4][C:5]=1[C:6]1[O:7][C:8]2[C:13]([C:14](=[O:16])[CH:15]=1)=[C:12]([O:17][CH3:18])[C:11]([O:19][CH3:20])=[C:10]([O:21][CH3:22])[C:9]=2[O:23][CH3:24])([O-:32])=[O:31]. The catalyst class is: 65. Reactant: [CH3:1][O:2][C:3]1[CH:4]=[C:5]([CH:25]=[CH:26][C:27]=1[O:28][CH3:29])[C:6]1[O:7][C:8]2[C:13]([C:14](=[O:16])[CH:15]=1)=[C:12]([O:17][CH3:18])[C:11]([O:19][CH3:20])=[C:10]([O:21][CH3:22])[C:9]=2[O:23][CH3:24].[N+:30]([O-])([OH:32])=[O:31].S(=O)(=O)(O)O.